Predict the product of the given reaction. From a dataset of Forward reaction prediction with 1.9M reactions from USPTO patents (1976-2016). (1) Given the reactants Cl.[CH:2]1([CH2:5][O:6][C:7]2[CH:15]=[CH:14][C:10]3[O:11][CH2:12][O:13][C:9]=3[C:8]=2[C:16]2[C:17]3[NH:24][C:23]([CH3:25])=[C:22]([C:26]([NH:28][C@@H:29]4[CH2:33][CH2:32][NH:31][CH2:30]4)=[O:27])[C:18]=3[N:19]=[CH:20][N:21]=2)[CH2:4][CH2:3]1.C([O:37][CH2:38][C:39](Cl)=[O:40])(=O)C, predict the reaction product. The product is: [CH:2]1([CH2:5][O:6][C:7]2[CH:15]=[CH:14][C:10]3[O:11][CH2:12][O:13][C:9]=3[C:8]=2[C:16]2[C:17]3[NH:24][C:23]([CH3:25])=[C:22]([C:26]([NH:28][C@@H:29]4[CH2:33][CH2:32][N:31]([C:38](=[O:37])[CH2:39][OH:40])[CH2:30]4)=[O:27])[C:18]=3[N:19]=[CH:20][N:21]=2)[CH2:4][CH2:3]1. (2) Given the reactants [CH:1]([OH:3])=[O:2].C(C1C=CC=CC=1[N:13]1[CH2:18][CH2:17][N:16]([CH2:19][CH2:20][CH:21]2[C:25]3([CH2:30][CH2:29][CH2:28][CH2:27][CH2:26]3)[CH2:24][C:23](=[O:31])[O:22]2)[CH2:15][CH2:14]1)(C)C.[CH3:32][C:33]1[CH:38]=[CH:37][C:36](S(OCCC2C3(CCCCC3)CC(=O)O2)(=O)=O)=[CH:35][CH:34]=1.CC1C=CC(S(OCCCC2CC3(CCCCC3)C(=O)O2)(=O)=O)=CC=1.C1(C)C=CC(N2CCNCC2)=CC=1.C(C1C=CC=CC=1N1CCNCC1)(C)C, predict the reaction product. The product is: [CH:1]([OH:3])=[O:2].[C:33]1([CH3:32])[CH:38]=[CH:37][C:36]([N:13]2[CH2:14][CH2:15][N:16]([CH2:19][CH2:20][CH:21]3[C:25]4([CH2:26][CH2:27][CH2:28][CH2:29][CH2:30]4)[CH2:24][C:23](=[O:31])[O:22]3)[CH2:17][CH2:18]2)=[CH:35][CH:34]=1. (3) Given the reactants [CH3:1][C:2]1[CH:3]=[N:4][C:5]2[NH:6][C:7]3[CH2:8][CH2:9][N:10]([CH3:15])[CH2:11][C:12]=3[C:13]=2[CH:14]=1.Br[CH:17]=[C:18]([C:20]1[CH:25]=[CH:24][C:23]([F:26])=[CH:22][CH:21]=1)[CH3:19].P([O-])([O-])([O-])=O.[K+].[K+].[K+].N1CCC[C@H]1C(O)=O, predict the reaction product. The product is: [F:26][C:23]1[CH:24]=[CH:25][C:20]([C:18]([CH3:19])=[CH:17][N:6]2[C:5]3[N:4]=[CH:3][C:2]([CH3:1])=[CH:14][C:13]=3[C:12]3[CH2:11][N:10]([CH3:15])[CH2:9][CH2:8][C:7]2=3)=[CH:21][CH:22]=1. (4) Given the reactants [NH:1]1[CH2:6][CH2:5][CH2:4][CH:3]([NH:7][C:8](=[O:14])[O:9][C:10]([CH3:13])([CH3:12])[CH3:11])[CH2:2]1.Cl[C:16]1[C:17]2[CH:24]=[CH:23][NH:22][C:18]=2[N:19]=[CH:20][N:21]=1.CCN(C(C)C)C(C)C, predict the reaction product. The product is: [N:19]1[C:18]2[NH:22][CH:23]=[CH:24][C:17]=2[C:16]([N:1]2[CH2:6][CH2:5][CH2:4][CH:3]([NH:7][C:8](=[O:14])[O:9][C:10]([CH3:11])([CH3:13])[CH3:12])[CH2:2]2)=[N:21][CH:20]=1. (5) Given the reactants Br[C:2]1[CH:9]=[C:8]([N+:10]([O-:12])=[O:11])[CH:7]=[CH:6][C:3]=1[CH:4]=[O:5].C(=O)([O-])[O-].[Na+].[Na+].C([O-])(O)=O.[Na+].[C:24]1(C)C=CC=C[CH:25]=1, predict the reaction product. The product is: [N+:10]([C:8]1[CH:7]=[CH:6][C:3]([CH:4]=[O:5])=[C:2]([CH:24]=[CH2:25])[CH:9]=1)([O-:12])=[O:11]. (6) Given the reactants C([O:4][CH2:5][C@H:6]([N:8]1[CH:17]=[CH:16][C:15]2[C:10](=[CH:11][CH:12]=[C:13]([Cl:30])[C:14]=2[C:18](=[O:29])[NH:19][CH2:20][C:21]2([OH:28])[CH2:27][CH2:26][CH2:25][CH2:24][CH2:23][CH2:22]2)[C:9]1=[O:31])[CH3:7])(=O)C.C(=O)([O-])[O-].[K+].[K+].CO, predict the reaction product. The product is: [Cl:30][C:13]1[CH:12]=[CH:11][C:10]2[C:9](=[O:31])[N:8]([C@H:6]([CH3:7])[CH2:5][OH:4])[CH:17]=[CH:16][C:15]=2[C:14]=1[C:18]([NH:19][CH2:20][C:21]1([OH:28])[CH2:27][CH2:26][CH2:25][CH2:24][CH2:23][CH2:22]1)=[O:29]. (7) Given the reactants [F:1][C:2]([F:25])([F:24])[C:3]1[CH:4]=[CH:5][C:6]([O:9][C@H:10]2[C@@H:15]3[CH2:16][C@@H:12]([CH2:13][N:14]3C(OC(C)(C)C)=O)[CH2:11]2)=[N:7][CH:8]=1.Cl, predict the reaction product. The product is: [F:25][C:2]([F:1])([F:24])[C:3]1[CH:4]=[CH:5][C:6]([O:9][C@H:10]2[C@@H:15]3[CH2:16][C@@H:12]([CH2:13][NH:14]3)[CH2:11]2)=[N:7][CH:8]=1. (8) Given the reactants [H-].[Na+].[CH3:3][NH:4][C:5](=[O:9])[CH2:6][C:7]#[N:8].[Cl:10][C:11]1[CH:19]=[CH:18][C:14]([C:15](F)=[O:16])=[C:13]([NH:20][CH2:21][C:22]2[CH:27]=[CH:26][CH:25]=[CH:24][N:23]=2)[N:12]=1.C(O)(=O)C, predict the reaction product. The product is: [NH2:8][C:7]1[N:20]([CH2:21][C:22]2[CH:27]=[CH:26][CH:25]=[CH:24][N:23]=2)[C:13]2[C:14]([C:15](=[O:16])[C:6]=1[C:5]([NH:4][CH3:3])=[O:9])=[CH:18][CH:19]=[C:11]([Cl:10])[N:12]=2. (9) Given the reactants CC1(C)C(C)(C)OB([C:9]2[CH:10]=[C:11]([C:15]([OH:18])([CH3:17])[CH3:16])[CH:12]=[N:13][CH:14]=2)O1.Cl[C:21]1[N:22]=[C:23]2[CH:28]=[CH:27][C:26]([F:29])=[CH:25][N:24]2[C:30]=1[C:31]#[N:32].C1(P(C2CCCCC2)C2C=CC=CC=2C2C(OC)=CC=CC=2OC)CCCCC1.[O-]P([O-])([O-])=O.[K+].[K+].[K+], predict the reaction product. The product is: [F:29][C:26]1[CH:27]=[CH:28][C:23]2[N:24]([C:30]([C:31]#[N:32])=[C:21]([C:9]3[CH:14]=[N:13][CH:12]=[C:11]([C:15]([OH:18])([CH3:16])[CH3:17])[CH:10]=3)[N:22]=2)[CH:25]=1.